From a dataset of Forward reaction prediction with 1.9M reactions from USPTO patents (1976-2016). Predict the product of the given reaction. (1) Given the reactants Br[C:2]1[CH:10]=[C:9]2[C:5]([CH2:6][N:7]([C:12]3[CH:13]=[C:14]4[C:18](=[CH:19][CH:20]=3)[N:17]([CH3:21])[CH:16]=[CH:15]4)[C:8]2=[O:11])=[CH:4][CH:3]=1.[B:22]1([B:22]2[O:26][C:25]([CH3:28])([CH3:27])[C:24]([CH3:30])([CH3:29])[O:23]2)[O:26][C:25]([CH3:28])([CH3:27])[C:24]([CH3:30])([CH3:29])[O:23]1.C([O-])(=O)C.[K+], predict the reaction product. The product is: [CH3:21][N:17]1[C:18]2[C:14](=[CH:13][C:12]([N:7]3[CH2:6][C:5]4[C:9](=[CH:10][C:2]([B:22]5[O:26][C:25]([CH3:28])([CH3:27])[C:24]([CH3:30])([CH3:29])[O:23]5)=[CH:3][CH:4]=4)[C:8]3=[O:11])=[CH:20][CH:19]=2)[CH:15]=[CH:16]1. (2) Given the reactants [F:1][C:2]([F:10])([F:9])[C:3]1([C:6](O)=[O:7])[CH2:5][CH2:4]1.Cl.CN(C)CCCN=C=NCC.Cl.[CH3:24][NH:25][O:26][CH3:27].CCN(C(C)C)C(C)C, predict the reaction product. The product is: [CH3:27][O:26][N:25]([CH3:24])[C:6]([C:3]1([C:2]([F:10])([F:9])[F:1])[CH2:5][CH2:4]1)=[O:7]. (3) The product is: [C:13]([C:6]1[CH:7]=[C:8]([C:9]#[N:10])[CH:11]=[CH:12][C:5]=1[O:4][CH2:3][CH2:2][N:23]1[CH:8]2[CH2:11][CH2:12][CH:22]1[CH2:21][N:10]([C:15]([O:18][C:6]([CH3:13])([CH3:7])[CH3:5])=[O:16])[CH2:9]2)#[N:14]. Given the reactants Br[CH2:2][CH2:3][O:4][C:5]1[CH:12]=[CH:11][C:8]([C:9]#[N:10])=[CH:7][C:6]=1[C:13]#[N:14].[C:15]([O-:18])([O-])=[O:16].[K+].[K+].[CH3:21][C:22]#[N:23], predict the reaction product. (4) Given the reactants [H-].[Na+].[NH2:3][C:4]1[N:9]=[CH:8][N:7]=[C:6]2[N:10]([CH:33]3[CH2:38][CH2:37][NH:36][CH2:35][CH2:34]3)[N:11]=[C:12]([C:13]3[CH:18]=[CH:17][C:16]([NH:19][C:20]([C:22]4[NH:23][C:24]5[C:29]([CH:30]=4)=[CH:28][CH:27]=[CH:26][CH:25]=5)=[O:21])=[C:15]([O:31][CH3:32])[CH:14]=3)[C:5]=12.[CH2:39](I)[CH3:40].F[C:43](F)(F)[C:44]([OH:46])=[O:45], predict the reaction product. The product is: [C:44]([O-:46])(=[O:45])[CH3:43].[NH2:3][C:4]1[N:9]=[CH:8][N:7]=[C:6]2[N:10]([CH:33]3[CH2:34][CH2:35][NH2+:36][CH2:37][CH2:38]3)[N:11]=[C:12]([C:13]3[CH:18]=[CH:17][C:16]([NH:19][C:20]([C:22]4[N:23]([CH2:39][CH3:40])[C:24]5[C:29]([CH:30]=4)=[CH:28][CH:27]=[CH:26][CH:25]=5)=[O:21])=[C:15]([O:31][CH3:32])[CH:14]=3)[C:5]=12. (5) Given the reactants [NH2:1][C:2]1[CH:7]=[C:6](Cl)[CH:5]=[CH:4][N:3]=1.[B:9]1(B2OC(C)(C)C(C)(C)O2)[O:13]C(C)(C)C(C)(C)[O:10]1.C1(P(C2CCCCC2)C2C=CC=CC=2C2C(OC)=CC=CC=2OC)CCCCC1.C([O-])(=O)C.[K+], predict the reaction product. The product is: [NH2:1][C:2]1[CH:7]=[C:6]([B:9]([OH:13])[OH:10])[CH:5]=[CH:4][N:3]=1. (6) Given the reactants [CH:1]12[CH2:10][CH:5]3[CH2:6][CH:7]([CH2:9][CH:3]([CH2:4]3)[CH:2]1[NH:11][C:12](=[O:20])[C:13]1[CH:18]=[CH:17][C:16]([OH:19])=[CH:15][CH:14]=1)[CH2:8]2.C1(P(C2C=CC=CC=2)C2C=CC=CC=2)C=CC=CC=1.[C:40]([Si:44]([C:59]1[CH:64]=[CH:63][CH:62]=[CH:61][CH:60]=1)([C:53]1[CH:58]=[CH:57][CH:56]=[CH:55][CH:54]=1)[O:45][CH:46]1[CH2:51][CH2:50][CH:49](O)[CH2:48][CH2:47]1)([CH3:43])([CH3:42])[CH3:41].CCOC(/N=N/C(OCC)=O)=O, predict the reaction product. The product is: [CH:1]12[CH2:10][CH:5]3[CH2:6][CH:7]([CH2:9][CH:3]([CH2:4]3)[CH:2]1[NH:11][C:12](=[O:20])[C:13]1[CH:14]=[CH:15][C:16]([O:19][CH:49]3[CH2:48][CH2:47][CH:46]([O:45][Si:44]([C:40]([CH3:43])([CH3:42])[CH3:41])([C:59]4[CH:64]=[CH:63][CH:62]=[CH:61][CH:60]=4)[C:53]4[CH:54]=[CH:55][CH:56]=[CH:57][CH:58]=4)[CH2:51][CH2:50]3)=[CH:17][CH:18]=1)[CH2:8]2. (7) Given the reactants [CH2:1]([S:8][C:9]1[CH:10]=[C:11]2[C:16](=[CH:17][CH:18]=1)[N:15]([C:19]1[C:24]([O:25][CH3:26])=[CH:23][C:22]([C:27]3[CH:32]=[CH:31][C:30]([Cl:33])=[C:29]([CH3:34])[CH:28]=3)=[C:21]([F:35])[CH:20]=1)[C:14](=[O:36])[CH2:13][NH:12]2)[C:2]1[CH:7]=[CH:6][CH:5]=[CH:4][CH:3]=1, predict the reaction product. The product is: [CH2:1]([S:8][C:9]1[CH:10]=[C:11]2[C:16](=[CH:17][CH:18]=1)[N:15]([C:19]1[C:24]([O:25][CH3:26])=[CH:23][C:22]([C:27]3[CH:32]=[CH:31][C:30]([Cl:33])=[C:29]([CH3:34])[CH:28]=3)=[C:21]([F:35])[CH:20]=1)[C:14](=[O:36])[CH:13]=[N:12]2)[C:2]1[CH:7]=[CH:6][CH:5]=[CH:4][CH:3]=1. (8) Given the reactants [CH2:1]([O:8][C:9]1[CH:10]=[C:11]2[C:15](=[CH:16][CH:17]=1)[N:14]([CH2:18][C:19]1[CH:28]=[CH:27][C:22]([O:23][CH2:24][CH2:25][OH:26])=[CH:21][CH:20]=1)[C:13]([C:29]1[CH:34]=[CH:33][C:32]([O:35][CH2:36][C:37]3[CH:42]=[CH:41][CH:40]=[CH:39][CH:38]=3)=[CH:31][CH:30]=1)=[C:12]2[CH3:43])[C:2]1[CH:7]=[CH:6][CH:5]=[CH:4][CH:3]=1.C(N(CC)CC)C.[CH3:51][S:52](Cl)(=[O:54])=[O:53], predict the reaction product. The product is: [CH3:51][S:52]([O:26][CH2:25][CH2:24][O:23][C:22]1[CH:27]=[CH:28][C:19]([CH2:18][N:14]2[C:15]3[C:11](=[CH:10][C:9]([O:8][CH2:1][C:2]4[CH:3]=[CH:4][CH:5]=[CH:6][CH:7]=4)=[CH:17][CH:16]=3)[C:12]([CH3:43])=[C:13]2[C:29]2[CH:30]=[CH:31][C:32]([O:35][CH2:36][C:37]3[CH:42]=[CH:41][CH:40]=[CH:39][CH:38]=3)=[CH:33][CH:34]=2)=[CH:20][CH:21]=1)(=[O:54])=[O:53]. (9) Given the reactants [SH:1][C:2]1[CH:3]=[C:4]([C:8](=[O:10])[CH3:9])[CH:5]=[CH:6][CH:7]=1.[C:11](=O)([O-])[O-].[K+].[K+].IC.O, predict the reaction product. The product is: [CH3:11][S:1][C:2]1[CH:3]=[C:4]([C:8](=[O:10])[CH3:9])[CH:5]=[CH:6][CH:7]=1. (10) Given the reactants [N+]([C:4]1[CH:11]=[CH:10][CH:9]=[C:8]([N+:12]([O-:14])=[O:13])[C:5]=1[C:6]#[N:7])([O-])=O.[CH2:15]([OH:19])[CH:16]([CH3:18])[CH3:17], predict the reaction product. The product is: [CH2:15]([O:19][C:4]1[CH:11]=[CH:10][CH:9]=[C:8]([N+:12]([O-:14])=[O:13])[C:5]=1[C:6]#[N:7])[CH:16]([CH3:18])[CH3:17].